Dataset: Peptide-MHC class I binding affinity with 185,985 pairs from IEDB/IMGT. Task: Regression. Given a peptide amino acid sequence and an MHC pseudo amino acid sequence, predict their binding affinity value. This is MHC class I binding data. (1) The peptide sequence is IDVKDTKEAL. The MHC is HLA-A02:01 with pseudo-sequence HLA-A02:01. The binding affinity (normalized) is 0.0847. (2) The peptide sequence is VPNYNLIVM. The MHC is HLA-B51:01 with pseudo-sequence HLA-B51:01. The binding affinity (normalized) is 0.234. (3) The peptide sequence is RQYTAFTL. The MHC is HLA-B38:01 with pseudo-sequence HLA-B38:01. The binding affinity (normalized) is 0.336. (4) The peptide sequence is HEFVDEFYA. The MHC is HLA-B18:01 with pseudo-sequence HLA-B18:01. The binding affinity (normalized) is 0.260. (5) The peptide sequence is QTHIKTIAV. The MHC is HLA-A68:02 with pseudo-sequence HLA-A68:02. The binding affinity (normalized) is 0.484. (6) The peptide sequence is RVSSDQSAL. The MHC is HLA-B35:01 with pseudo-sequence HLA-B35:01. The binding affinity (normalized) is 0.213. (7) The binding affinity (normalized) is 0.0847. The peptide sequence is IYWLIFWRF. The MHC is HLA-A01:01 with pseudo-sequence HLA-A01:01. (8) The peptide sequence is LLTKSNNGT. The MHC is HLA-A02:01 with pseudo-sequence HLA-A02:01. The binding affinity (normalized) is 0.118.